This data is from Catalyst prediction with 721,799 reactions and 888 catalyst types from USPTO. The task is: Predict which catalyst facilitates the given reaction. (1) Reactant: C(=O)([O-])[O-].[K+].[K+].[C:7]1([CH2:13][CH2:14][CH2:15][NH2:16])[CH:12]=[CH:11][CH:10]=[CH:9][CH:8]=1.[CH:17]1[C:26]2[C:21](=[CH:22][CH:23]=[CH:24][CH:25]=2)[CH:20]=[CH:19][C:18]=1[O:27][CH2:28][CH2:29][CH2:30][CH2:31]Cl. Product: [C:7]1([CH2:13][CH2:14][CH2:15][NH:16][CH2:31][CH2:30][CH2:29][CH2:28][O:27][C:18]2[CH:19]=[CH:20][C:21]3[C:26](=[CH:25][CH:24]=[CH:23][CH:22]=3)[CH:17]=2)[CH:12]=[CH:11][CH:10]=[CH:9][CH:8]=1. The catalyst class is: 58. (2) Reactant: [CH3:1][O:2][C:3]1[CH:4]=[C:5]([C:12]2[CH2:13][CH2:14][N:15]([CH2:18][C:19]([NH2:21])=[O:20])[CH2:16][CH:17]=2)[CH:6]=[CH:7][C:8]=1[N+:9]([O-])=O.[Cl-].[NH4+].C(O)C.O. Product: [NH2:9][C:8]1[CH:7]=[CH:6][C:5]([C:12]2[CH2:17][CH2:16][N:15]([CH2:18][C:19]([NH2:21])=[O:20])[CH2:14][CH:13]=2)=[CH:4][C:3]=1[O:2][CH3:1]. The catalyst class is: 292. (3) Reactant: C12CC(CC1)C=C2B(O)O.[C:11]1([C:16]2[N:21]=[C:20]([CH2:22][NH:23][C@H:24]([CH:27]([CH3:29])[CH3:28])[CH2:25][OH:26])[C:19]([F:30])=[CH:18][CH:17]=2)[CH2:15][CH2:14][CH2:13][CH:12]=1. Product: [C:11]1([C:16]2[N:21]=[C:20]([CH2:22][NH:23][C@H:24]([CH:27]([CH3:28])[CH3:29])[CH2:25][OH:26])[C:19]([F:30])=[CH:18][CH:17]=2)[CH2:15][CH2:14][CH2:13][CH:12]=1.[CH:11]1([C:16]2[N:21]=[C:20]([CH2:22][NH:23][C@H:24]([CH:27]([CH3:28])[CH3:29])[CH2:25][OH:26])[C:19]([F:30])=[CH:18][CH:17]=2)[CH2:12][CH2:13][CH2:14][CH2:15]1. The catalyst class is: 45. (4) Reactant: [C:1]([C:3]1[CH:8]=[CH:7][CH:6]=[CH:5][C:4]=1[C:9]1[CH:14]=[CH:13][C:12]([C:15]2[C:16]([C:21]#[N:22])=[N:17][N:18]([CH3:20])[CH:19]=2)=[CH:11][CH:10]=1)#[N:2].C([Li])CCC.Cl[C:29]([O:31][CH2:32][CH3:33])=[O:30]. Product: [CH2:32]([O:31][C:29]([C:19]1[N:18]([CH3:20])[N:17]=[C:16]([C:21]#[N:22])[C:15]=1[C:12]1[CH:11]=[CH:10][C:9]([C:4]2[CH:5]=[CH:6][CH:7]=[CH:8][C:3]=2[C:1]#[N:2])=[CH:14][CH:13]=1)=[O:30])[CH3:33]. The catalyst class is: 1. (5) Reactant: [CH2:1]([OH:12])[C@H:2]1[O:8][C:6](=[O:7])[C@H:5]([OH:9])[C@@H:4]([OH:10])[C@@H:3]1[OH:11].S(O)(O)(=O)=O.[NH2:18][C@H:19]([CH2:21][C:22]1[CH:27]=[CH:26][CH:25]=[CH:24][CH:23]=1)[CH3:20].[NH2:18][C@H:19]([CH2:21][C:22]1[CH:27]=[CH:26][CH:25]=[CH:24][CH:23]=1)[CH3:20].C(N(C(C)C)CC)(C)C. Product: [OH:9][C@H:5]([C@@H:4]([OH:10])[C@H:3]([OH:11])[C@H:2]([OH:8])[CH2:1][OH:12])[C:6]([NH:18][C@@H:19]([CH3:20])[CH2:21][C:22]1[CH:27]=[CH:26][CH:25]=[CH:24][CH:23]=1)=[O:7]. The catalyst class is: 5. (6) Reactant: [NH3:1].[Br:2][C:3]1[N:4]=[C:5](Br)[C:6]2[N:7]([N:9]=[C:10]([C:12]3[O:13][CH:14]=[CH:15][CH:16]=3)[N:11]=2)[CH:8]=1. Product: [Br:2][C:3]1[N:4]=[C:5]([NH2:1])[C:6]2[N:7]([N:9]=[C:10]([C:12]3[O:13][CH:14]=[CH:15][CH:16]=3)[N:11]=2)[CH:8]=1. The catalyst class is: 12. (7) Reactant: Br[C:2]1[C:3]([NH:14][C:15]2[C:24]3[C:19](=[CH:20][C:21]([F:26])=[CH:22][C:23]=3[F:25])[N:18]=[C:17]([C:27]3[CH:32]=[CH:31][CH:30]=[CH:29][N:28]=3)[C:16]=2[CH3:33])=[CH:4][C:5]([N:8]2[CH2:13][CH2:12][O:11][CH2:10][CH2:9]2)=[N:6][CH:7]=1.[F:34][CH:35]([F:51])[C:36]1[CH:37]=[C:38](B2OC(C)(C)C(C)(C)O2)[CH:39]=[CH:40][CH:41]=1.C1(P(C2CCCCC2)C2CCCCC2)CCCCC1.[O-]P([O-])([O-])=O.[K+].[K+].[K+]. Product: [F:34][CH:35]([F:51])[C:36]1[CH:41]=[C:40]([C:2]2[C:3]([NH:14][C:15]3[C:24]4[C:19](=[CH:20][C:21]([F:26])=[CH:22][C:23]=4[F:25])[N:18]=[C:17]([C:27]4[CH:32]=[CH:31][CH:30]=[CH:29][N:28]=4)[C:16]=3[CH3:33])=[CH:4][C:5]([N:8]3[CH2:13][CH2:12][O:11][CH2:10][CH2:9]3)=[N:6][CH:7]=2)[CH:39]=[CH:38][CH:37]=1. The catalyst class is: 552. (8) Reactant: [C:1]([C:4]1[CH:35]=[CH:34][C:7]([CH2:8][CH2:9][N:10]2[CH2:15][CH:14]=[C:13]([C:16]3[C:17]([C:28]4[CH:33]=[CH:32][N:31]=[CH:30][CH:29]=4)=[C:18]([C:21]4[CH:26]=[CH:25][C:24]([F:27])=[CH:23][CH:22]=4)[NH:19][CH:20]=3)[CH2:12][CH2:11]2)=[CH:6][CH:5]=1)(O)=[O:2].[C:36](N1C=CN=C1)([N:38]1C=CN=C1)=O.CN.O1CCCC1.C(=O)([O-])O.[Na+]. Product: [F:27][C:24]1[CH:23]=[CH:22][C:21]([C:18]2[NH:19][CH:20]=[C:16]([C:13]3[CH2:12][CH2:11][N:10]([CH2:9][CH2:8][C:7]4[CH:34]=[CH:35][C:4]([C:1](=[O:2])[NH:38][CH3:36])=[CH:5][CH:6]=4)[CH2:15][CH:14]=3)[C:17]=2[C:28]2[CH:33]=[CH:32][N:31]=[CH:30][CH:29]=2)=[CH:26][CH:25]=1. The catalyst class is: 9. (9) Reactant: CCN(C(C)C)C(C)C.Cl.[C:11]1([C:17]([CH:19]2[CH2:24][CH2:23][NH:22][CH2:21][CH2:20]2)=[O:18])[CH:16]=[CH:15][CH:14]=[CH:13][CH:12]=1.[CH3:25][S:26](Cl)(=[O:28])=[O:27]. Product: [CH3:25][S:26]([N:22]1[CH2:23][CH2:24][CH:19]([C:17]([C:11]2[CH:12]=[CH:13][CH:14]=[CH:15][CH:16]=2)=[O:18])[CH2:20][CH2:21]1)(=[O:28])=[O:27]. The catalyst class is: 2.